This data is from Reaction yield outcomes from USPTO patents with 853,638 reactions. The task is: Predict the reaction yield, written as a fraction of the theoretical maximum amount of product (1.0 means a 100% yield; for example, 0.34 means a 34% yield). (1) The reactants are [C:1]([NH:4][C:5]1[S:6][C:7]([C:11]2[CH:12]=[C:13]([S:17](Cl)(=[O:19])=[O:18])[S:14][C:15]=2[Br:16])=[C:8]([CH3:10])[N:9]=1)(=[O:3])[CH3:2].C(N(CC)CC)C.[CH3:28][N:29]1[CH2:34][CH2:33][NH:32][CH2:31][CH2:30]1. The catalyst is C(Cl)Cl. The product is [Br:16][C:15]1[S:14][C:13]([S:17]([N:32]2[CH2:33][CH2:34][N:29]([CH3:28])[CH2:30][CH2:31]2)(=[O:19])=[O:18])=[CH:12][C:11]=1[C:7]1[S:6][C:5]([NH:4][C:1](=[O:3])[CH3:2])=[N:9][C:8]=1[CH3:10]. The yield is 0.870. (2) The reactants are S(S([O-])=O)([O-])=O.[Na+].[Na+].C(=O)([O-])[O-].[Na+].[Na+].[CH2:15]([NH:19][S:20]([C:23]1[CH:28]=[CH:27][C:26]([N+:29]([O-])=O)=[CH:25][CH:24]=1)(=[O:22])=[O:21])[CH2:16][CH2:17][CH3:18]. The catalyst is O.CO. The product is [NH2:29][C:26]1[CH:27]=[CH:28][C:23]([S:20]([NH:19][CH2:15][CH2:16][CH2:17][CH3:18])(=[O:22])=[O:21])=[CH:24][CH:25]=1. The yield is 0.0600.